This data is from Full USPTO retrosynthesis dataset with 1.9M reactions from patents (1976-2016). The task is: Predict the reactants needed to synthesize the given product. (1) Given the product [Cl:2][C:3]1[CH:16]=[CH:15][C:6]([CH2:7][C:8]2[C:12]([CH3:13])=[N:17][C:18]3[N:19]([N:20]=[CH:21][C:22]=3[C:23]([O:25][CH2:26][CH3:27])=[O:24])[C:9]=2[CH3:10])=[CH:5][CH:4]=1, predict the reactants needed to synthesize it. The reactants are: Cl.[Cl:2][C:3]1[CH:16]=[CH:15][C:6]([CH2:7][CH:8]([C:12](=O)[CH3:13])[C:9](=O)[CH3:10])=[CH:5][CH:4]=1.[NH2:17][C:18]1[C:22]([C:23]([O:25][CH2:26][CH3:27])=[O:24])=[CH:21][NH:20][N:19]=1. (2) The reactants are: C1(P(C2C=CC=CC=2)C2C=CC=CC=2)C=CC=CC=1.BrN1C(=O)CCC1=O.[CH:28]1([CH2:33][CH:34]([C:38]2[CH:43]=[CH:42][C:41]([S:44][CH3:45])=[C:40]([C:46]([F:49])([F:48])[F:47])[CH:39]=2)[C:35](O)=[O:36])[CH2:32][CH2:31][CH2:30][CH2:29]1.[NH2:50][C:51]1[CH:56]=[CH:55][C:54]([N+:57]([O-:59])=[O:58])=[CH:53][N:52]=1.N1C=CC=CC=1. Given the product [CH:28]1([CH2:33][CH:34]([C:38]2[CH:43]=[CH:42][C:41]([S:44][CH3:45])=[C:40]([C:46]([F:47])([F:48])[F:49])[CH:39]=2)[C:35]([NH:50][C:51]2[CH:56]=[CH:55][C:54]([N+:57]([O-:59])=[O:58])=[CH:53][N:52]=2)=[O:36])[CH2:29][CH2:30][CH2:31][CH2:32]1, predict the reactants needed to synthesize it. (3) Given the product [CH2:1]([O:3][C:4](=[O:18])[CH:5]([O:15][CH2:16][CH3:17])[CH2:6][C:7]1[CH:12]=[CH:11][C:10]([O:13][CH2:25][C:24]2[S:23][C:22]([C:27]3[CH:28]=[CH:29][CH:30]=[CH:31][CH:32]=3)=[N:21][C:20]=2[CH3:19])=[CH:9][C:8]=1[CH3:14])[CH3:2], predict the reactants needed to synthesize it. The reactants are: [CH2:1]([O:3][C:4](=[O:18])[CH:5]([O:15][CH2:16][CH3:17])[CH2:6][C:7]1[CH:12]=[CH:11][C:10]([OH:13])=[CH:9][C:8]=1[CH3:14])[CH3:2].[CH3:19][C:20]1[N:21]=[C:22]([C:27]2[CH:32]=[CH:31][CH:30]=[CH:29][CH:28]=2)[S:23][C:24]=1[CH2:25]O.C1(P(C2C=CC=CC=2)C2C=CC=CC=2)C=CC=CC=1.N(C(OCC)=O)=NC(OCC)=O.